From a dataset of Full USPTO retrosynthesis dataset with 1.9M reactions from patents (1976-2016). Predict the reactants needed to synthesize the given product. (1) Given the product [CH:7]([N:10]1[CH:5]=[CH:2][C:3]([NH2:4])=[N:11]1)([CH3:9])[CH3:8], predict the reactants needed to synthesize it. The reactants are: Cl[C:2](=[CH2:5])[C:3]#[N:4].Cl.[CH:7]([NH:10][NH2:11])([CH3:9])[CH3:8].C(=O)([O-])[O-].[K+].[K+]. (2) Given the product [CH3:10][C:9]1[C:3]2[CH:4]=[CH:5][C:6]([OH:8])=[CH:7][C:2]=2[O:12][N:11]=1, predict the reactants needed to synthesize it. The reactants are: O[C:2]1[CH:7]=[C:6]([OH:8])[CH:5]=[CH:4][C:3]=1[C:9](=[N:11][OH:12])[CH3:10].C(OC(=O)C)(=O)C.C([O-])(=O)C.[Na+]. (3) Given the product [CH2:28]([C@H:9]1[NH:8][CH2:13][CH2:12][N:11]([CH2:14][C:15]2[CH:16]=[C:17]([C:21]3[CH:26]=[CH:25][N:24]=[C:23]([NH:35][CH2:36][CH2:37][C:38]4[CH:43]=[CH:42][C:41]([OH:44])=[CH:40][CH:39]=4)[N:22]=3)[CH:18]=[CH:19][CH:20]=2)[CH2:10]1)[C:29]1[CH:30]=[CH:31][CH:32]=[CH:33][CH:34]=1, predict the reactants needed to synthesize it. The reactants are: C(OC([N:8]1[CH2:13][CH2:12][N:11]([CH2:14][C:15]2[CH:20]=[CH:19][CH:18]=[C:17]([C:21]3[CH:26]=[CH:25][N:24]=[C:23](Cl)[N:22]=3)[CH:16]=2)[CH2:10][CH:9]1[CH2:28][C:29]1[CH:34]=[CH:33][CH:32]=[CH:31][CH:30]=1)=O)(C)(C)C.[NH2:35][CH2:36][CH2:37][C:38]1[CH:43]=[CH:42][C:41]([OH:44])=[CH:40][CH:39]=1. (4) Given the product [Br:1][C:2]1[C:3]2[N:4]([C:15](=[O:18])[N:16]([CH2:26][C:27]3[CH:34]=[CH:33][C:30]([C:31]#[N:32])=[CH:29][N:28]=3)[N:17]=2)[CH:5]=[CH:6][C:7]=1[C:8]1[CH:9]=[CH:10][C:11]([Cl:14])=[CH:12][CH:13]=1, predict the reactants needed to synthesize it. The reactants are: [Br:1][C:2]1[C:3]2[N:4]([C:15](=[O:18])[NH:16][N:17]=2)[CH:5]=[CH:6][C:7]=1[C:8]1[CH:13]=[CH:12][C:11]([Cl:14])=[CH:10][CH:9]=1.C([O-])([O-])=O.[K+].[K+].Cl[CH2:26][C:27]1[CH:34]=[CH:33][C:30]([C:31]#[N:32])=[CH:29][N:28]=1. (5) Given the product [F:1][C:2]1[CH:7]=[CH:6][C:5]([F:8])=[CH:4][C:3]=1[O:9][C:10]1[CH:15]=[CH:14][C:13]([B:20]2[O:21][C:22]([CH3:24])([CH3:23])[C:18]([CH3:34])([CH3:17])[O:19]2)=[CH:12][CH:11]=1, predict the reactants needed to synthesize it. The reactants are: [F:1][C:2]1[CH:7]=[CH:6][C:5]([F:8])=[CH:4][C:3]=1[O:9][C:10]1[CH:15]=[CH:14][C:13](I)=[CH:12][CH:11]=1.[CH3:17][C:18]1([CH3:34])[C:22]([CH3:24])([CH3:23])[O:21][B:20]([B:20]2[O:21][C:22]([CH3:24])([CH3:23])[C:18]([CH3:34])([CH3:17])[O:19]2)[O:19]1.C([O-])(=O)C.[K+]. (6) Given the product [C:1]([O:5][C:6](=[O:29])[N:7]([C@@H:9]1[C@@H:13]([C:14]2[CH:19]=[CH:18][C:17]([Cl:20])=[C:16]([Cl:21])[CH:15]=2)[CH2:12][NH:11][CH2:10]1)[CH3:8])([CH3:4])([CH3:2])[CH3:3], predict the reactants needed to synthesize it. The reactants are: [C:1]([O:5][C:6](=[O:29])[N:7]([C@@H:9]1[C@@H:13]([C:14]2[CH:19]=[CH:18][C:17]([Cl:20])=[C:16]([Cl:21])[CH:15]=2)[CH2:12][N:11](CC2C=CC=CC=2)[CH2:10]1)[CH3:8])([CH3:4])([CH3:3])[CH3:2].ClC(OC(Cl)C)=O. (7) Given the product [Cl:22][C:15]1[N:16]=[CH:17][C:18]2[NH:19][C:9](=[O:10])[CH2:8][CH2:7][N:6]([CH:1]3[CH2:5][CH2:4][CH2:3][CH2:2]3)[C:13]=2[N:14]=1, predict the reactants needed to synthesize it. The reactants are: [CH:1]1([N:6]([C:13]2[C:18]([N+:19]([O-])=O)=[CH:17][N:16]=[C:15]([Cl:22])[N:14]=2)[CH2:7][CH2:8][C:9](OC)=[O:10])[CH2:5][CH2:4][CH2:3][CH2:2]1.[NH4+].[Cl-]. (8) Given the product [CH3:26][N:2]([CH3:1])[C:3]1[C:4]2[C:11]([C:42]3[CH:40]=[CH:39][O:45][CH:44]=3)=[CH:10][N:9]([C@@H:17]3[O:23][C@H:22]([CH2:24][OH:25])[C@@H:20]([OH:21])[C@H:18]3[OH:19])[C:5]=2[N:6]=[CH:7][N:8]=1, predict the reactants needed to synthesize it. The reactants are: [CH3:1][N:2]([CH3:26])[C:3]1[C:4]2[C:11](C3OC=CC=3)=[CH:10][N:9]([C@@H:17]3[O:23][C@H:22]([CH2:24][OH:25])[C@@H:20]([OH:21])[C@H:18]3[OH:19])[C:5]=2[N:6]=[CH:7][N:8]=1.CN(C)C1C2C(I)=CN([C@@H:39]3[O:45][C@H:44](CO)[C@@H:42](O)[C@H:40]3O)C=2N=CN=1.O1C=CC(B(O)O)=C1. (9) Given the product [C:6]([C:7]1[CH:12]=[CH:11][C:10]([C:13](=[O:15])[CH3:14])=[CH:9][CH:8]=1)#[CH:5], predict the reactants needed to synthesize it. The reactants are: C[Si]([C:5]#[C:6][C:7]1[CH:12]=[CH:11][C:10]([C:13](=[O:15])[CH3:14])=[CH:9][CH:8]=1)(C)C.C(=O)([O-])[O-].[K+].[K+].